Dataset: Reaction yield outcomes from USPTO patents with 853,638 reactions. Task: Predict the reaction yield, written as a fraction of the theoretical maximum amount of product (1.0 means a 100% yield; for example, 0.34 means a 34% yield). The reactants are CC(C)([O-])C.[K+].F[C:8]1[C:13]([N+:14]([O-:16])=[O:15])=[CH:12][CH:11]=[CH:10][C:9]=1[NH:17][C:18]([NH:20][C:21](=[O:29])[C:22]1[CH:27]=[CH:26][C:25]([CH3:28])=[CH:24][CH:23]=1)=[S:19].Cl. The catalyst is O1CCCC1.C(OCC)(=O)C. The product is [CH3:28][C:25]1[CH:26]=[CH:27][C:22]([C:21]([NH:20][C:18]2[S:19][C:10]3[CH:11]=[CH:12][C:13]([N+:14]([O-:16])=[O:15])=[CH:8][C:9]=3[N:17]=2)=[O:29])=[CH:23][CH:24]=1. The yield is 0.980.